From a dataset of Reaction yield outcomes from USPTO patents with 853,638 reactions. Predict the reaction yield, written as a fraction of the theoretical maximum amount of product (1.0 means a 100% yield; for example, 0.34 means a 34% yield). (1) The reactants are [CH:1]1([C:7]2[CH:12]=[CH:11][C:10]([N:13]3[CH:18]=[CH:17]C(=O)[C:15]([C:20](=O)[CH:21]=[CH:22][N:23](C)C)=[N:14]3)=[CH:9][CH:8]=2)[CH2:6][CH2:5][CH2:4][CH2:3][CH2:2]1.[C:27]1([NH:33]N)[CH:32]=[CH:31][CH:30]=[CH:29][CH:28]=1.[CH3:35][OH:36]. No catalyst specified. The product is [CH:1]1([C:7]2[CH:8]=[CH:9][C:10]([N:13]3[CH:18]=[CH:17][C:35](=[O:36])[C:15]([C:20]4[N:33]([C:27]5[CH:32]=[CH:31][CH:30]=[CH:29][CH:28]=5)[N:23]=[CH:22][CH:21]=4)=[N:14]3)=[CH:11][CH:12]=2)[CH2:2][CH2:3][CH2:4][CH2:5][CH2:6]1. The yield is 0.300. (2) The reactants are C([Sn](CCCC)(CCCC)[C:6]1[N:7]=[CH:8][N:9]([C:11]2[CH:16]=[C:15]([C:17]3[CH:22]=[CH:21][C:20]([C:23]([F:26])([F:25])[F:24])=[CH:19][CH:18]=3)[CH:14]=[C:13]([C:27]([F:30])([F:29])[F:28])[N:12]=2)[CH:10]=1)CCC.[C:39]([NH:43][S:44]([C:47]1[S:51][C:50](Cl)=[N:49][C:48]=1[CH3:53])(=[O:46])=[O:45])([CH3:42])([CH3:41])[CH3:40].CCCCCCC. The catalyst is C1(C)C=CC=CC=1.C1C=CC([P]([Pd]([P](C2C=CC=CC=2)(C2C=CC=CC=2)C2C=CC=CC=2)([P](C2C=CC=CC=2)(C2C=CC=CC=2)C2C=CC=CC=2)[P](C2C=CC=CC=2)(C2C=CC=CC=2)C2C=CC=CC=2)(C2C=CC=CC=2)C2C=CC=CC=2)=CC=1. The product is [C:39]([NH:43][S:44]([C:47]1[S:51][C:50]([C:6]2[N:7]=[CH:8][N:9]([C:11]3[CH:16]=[C:15]([C:17]4[CH:18]=[CH:19][C:20]([C:23]([F:25])([F:24])[F:26])=[CH:21][CH:22]=4)[CH:14]=[C:13]([C:27]([F:30])([F:29])[F:28])[N:12]=3)[CH:10]=2)=[N:49][C:48]=1[CH3:53])(=[O:45])=[O:46])([CH3:42])([CH3:41])[CH3:40]. The yield is 0.250. (3) The catalyst is ClCCl. The product is [CH3:1][O:2][C:3](=[O:13])[CH2:4][CH2:5][CH2:6][CH:7]1[CH2:12][CH2:11][N:10]([CH2:15][CH2:16][O:17][CH2:18][C:19]2[CH:24]=[CH:23][CH:22]=[CH:21][CH:20]=2)[CH2:9][CH2:8]1. The yield is 0.420. The reactants are [CH3:1][O:2][C:3](=[O:13])[CH2:4][CH2:5][CH2:6][CH:7]1[CH2:12][CH2:11][NH:10][CH2:9][CH2:8]1.Br[CH2:15][CH2:16][O:17][CH2:18][C:19]1[CH:24]=[CH:23][CH:22]=[CH:21][CH:20]=1.C(N(CC)CC)C. (4) The yield is 0.720. The catalyst is C1COCC1. The reactants are N(C(OC(C)C)=O)=NC(OC(C)C)=O.[CH2:15]([N:22]([CH2:34][C@H:35](O)[CH3:36])[C:23]1[C:28]([NH:29][C:30](=[O:32])[CH3:31])=[CH:27][CH:26]=[C:25]([Br:33])[N:24]=1)[C:16]1[CH:21]=[CH:20][CH:19]=[CH:18][CH:17]=1.C1(P(C2C=CC=CC=2)C2C=CC=CC=2)C=CC=CC=1. The product is [CH2:15]([N:22]1[CH2:34][C@H:35]([CH3:36])[N:29]([C:30](=[O:32])[CH3:31])[C:28]2[CH:27]=[CH:26][C:25]([Br:33])=[N:24][C:23]1=2)[C:16]1[CH:21]=[CH:20][CH:19]=[CH:18][CH:17]=1.